From a dataset of Reaction yield outcomes from USPTO patents with 853,638 reactions. Predict the reaction yield, written as a fraction of the theoretical maximum amount of product (1.0 means a 100% yield; for example, 0.34 means a 34% yield). (1) The reactants are [F:1][C:2]1[CH:3]=[C:4]2[C:8](=[CH:9][C:10]=1[F:11])[NH:7][CH:6]=[CH:5]2.[OH-].[K+].[I:14]I. The catalyst is CN(C=O)C. The product is [F:1][C:2]1[CH:3]=[C:4]2[C:8](=[CH:9][C:10]=1[F:11])[NH:7][CH:6]=[C:5]2[I:14]. The yield is 1.00. (2) The product is [Br:7][C:5]1[N:6]=[C:2]([C:23]2[CH:28]=[CH:27][N:26]=[C:25]([NH:29][C:30](=[O:32])[CH3:31])[CH:24]=2)[S:3][C:4]=1[C:8]1[N:12]=[CH:11][N:10]([CH2:13][O:14][CH2:15][CH2:16][Si:17]([CH3:20])([CH3:19])[CH3:18])[N:9]=1. The catalyst is O1CCOCC1.C1C=CC([P]([Pd]([P](C2C=CC=CC=2)(C2C=CC=CC=2)C2C=CC=CC=2)([P](C2C=CC=CC=2)(C2C=CC=CC=2)C2C=CC=CC=2)[P](C2C=CC=CC=2)(C2C=CC=CC=2)C2C=CC=CC=2)(C2C=CC=CC=2)C2C=CC=CC=2)=CC=1.[Cu]I. The reactants are Br[C:2]1[S:3][C:4]([C:8]2[N:12]=[CH:11][N:10]([CH2:13][O:14][CH2:15][CH2:16][Si:17]([CH3:20])([CH3:19])[CH3:18])[N:9]=2)=[C:5]([Br:7])[N:6]=1.C[Sn](C)(C)[C:23]1[CH:28]=[CH:27][N:26]=[C:25]([NH:29][C:30](=[O:32])[CH3:31])[CH:24]=1.[Cl-].[Li+]. The yield is 0.130.